This data is from Catalyst prediction with 721,799 reactions and 888 catalyst types from USPTO. The task is: Predict which catalyst facilitates the given reaction. (1) Reactant: OC1C=CC=CC=1/C=[N:5]\[C@@H:6]1[C:13](=[O:14])[N:12]2[C@@H:7]1[S:8][CH2:9][C:10]([CH2:27][S:28][C:29]1[S:30][C:31]([CH3:34])=[N:32][N:33]=1)=[C:11]2[C:15]([O:17]CC1C=CC(OC)=CC=1)=[O:16].O.CS([O:44][C:45](=O)[CH2:46][N:47]1[CH:51]=[N:50][N:49]=[N:48]1)(=O)=O.ClCCl. Product: [N:47]1([CH2:46][C:45]([NH:5][C@@H:6]2[C:13](=[O:14])[N:12]3[C@@H:7]2[S:8][CH2:9][C:10]([CH2:27][S:28][C:29]2[S:30][C:31]([CH3:34])=[N:32][N:33]=2)=[C:11]3[C:15]([OH:17])=[O:16])=[O:44])[CH:51]=[N:50][N:49]=[N:48]1. The catalyst class is: 282. (2) Reactant: [OH:1][CH2:2][C:3]1[CH:4]=[C:5]2[C:9](=[CH:10][CH:11]=1)[C:8](=[O:12])[O:7][CH:6]2[C:13]1[CH:18]=[CH:17][CH:16]=[CH:15][CH:14]=1.[Cr](Cl)([O-])(=O)=O.[NH+]1C=CC=CC=1. Product: [O:12]=[C:8]1[C:9]2[C:5](=[CH:4][C:3]([CH:2]=[O:1])=[CH:11][CH:10]=2)[CH:6]([C:13]2[CH:14]=[CH:15][CH:16]=[CH:17][CH:18]=2)[O:7]1. The catalyst class is: 4.